Dataset: Peptide-MHC class I binding affinity with 185,985 pairs from IEDB/IMGT. Task: Regression. Given a peptide amino acid sequence and an MHC pseudo amino acid sequence, predict their binding affinity value. This is MHC class I binding data. (1) The peptide sequence is RTYSLLNRK. The MHC is HLA-B27:03 with pseudo-sequence HLA-B27:03. The binding affinity (normalized) is 0.0847. (2) The peptide sequence is SEVENPGGYCL. The MHC is H-2-Db with pseudo-sequence H-2-Db. The binding affinity (normalized) is 0.111. (3) The peptide sequence is MLLGELLTF. The MHC is HLA-B27:03 with pseudo-sequence HLA-B27:03. The binding affinity (normalized) is 0.0847. (4) The MHC is HLA-A68:02 with pseudo-sequence HLA-A68:02. The peptide sequence is DTIAHINTLI. The binding affinity (normalized) is 0. (5) The peptide sequence is RAMKALSSI. The MHC is HLA-C15:02 with pseudo-sequence HLA-C15:02. The binding affinity (normalized) is 0.738. (6) The binding affinity (normalized) is 0.146. The peptide sequence is LIKTILASY. The MHC is HLA-A68:01 with pseudo-sequence HLA-A68:01. (7) The binding affinity (normalized) is 0.957. The peptide sequence is RIRNKFMFI. The MHC is HLA-B08:01 with pseudo-sequence HLA-B08:01. (8) The peptide sequence is KQYIVATLMK. The MHC is HLA-A02:06 with pseudo-sequence HLA-A02:06. The binding affinity (normalized) is 0.136.